Task: Predict the product of the given reaction.. Dataset: Forward reaction prediction with 1.9M reactions from USPTO patents (1976-2016) (1) Given the reactants [Br-:1].[Li+].[CH3:3][O:4][N:5]=[CH:6][C@@H:7]([F:37])[C@H:8]([O:29][CH2:30][C:31]1[CH:36]=[CH:35][CH:34]=[CH:33][CH:32]=1)[C@H:9](OC1C=C(Cl)C(Cl)=CC=1Cl)[CH2:10][O:11][CH2:12][C:13]1[CH:18]=[CH:17][CH:16]=[CH:15][CH:14]=1.C(OCC)(=O)C.O, predict the reaction product. The product is: [CH3:3][O:4][N:5]=[CH:6][C@H:7]([F:37])[C@H:8]([O:29][CH2:30][C:31]1[CH:36]=[CH:35][CH:34]=[CH:33][CH:32]=1)[C@@H:9]([Br:1])[CH2:10][O:11][CH2:12][C:13]1[CH:18]=[CH:17][CH:16]=[CH:15][CH:14]=1. (2) Given the reactants C(OC1C=C(OCC2C=CC=CC=2)C(C(C)C)=CC=1[C:11]([NH:13]C1C=CC(N2CCOCC2)=CC=1)=[O:12])C1C=CC=CC=1.C([O:48][C:49]1[CH:57]=[C:56]([O:58]CC2C=CC=CC=2)[C:55]([CH:66]([CH3:68])[CH3:67])=[CH:54][C:50]=1[C:51](O)=O)C1C=CC=CC=1.C(Cl)(=O)C(Cl)=O.[CH2:75]1[N:80]([C:81]2[CH:86]=[CH:85][C:84]([NH2:87])=[CH:83][CH:82]=2)[CH2:79][CH2:78][O:77][CH2:76]1.C(=O)([O-])O.[Na+].[N:93]1C=CC=CC=1, predict the reaction product. The product is: [OH:12][C:11]1[N:87]([C:84]2[CH:83]=[CH:82][C:81]([N:80]3[CH2:75][CH2:76][O:77][CH2:78][CH2:79]3)=[CH:86][CH:85]=2)[C:51]([C:50]2[CH:54]=[C:55]([CH:66]([CH3:67])[CH3:68])[C:56]([OH:58])=[CH:57][C:49]=2[OH:48])=[N:93][N:13]=1. (3) Given the reactants Br[C:2]1[CH:7]=[CH:6][C:5]([N:8]2[C:13]3=[N:14][C:15]4[C:16](=[C:17]([C:22]([O:24][CH3:25])=[O:23])[CH:18]=[CH:19][C:20]=4[Cl:21])[N:12]3[CH2:11][CH2:10][CH2:9]2)=[C:4]([Cl:26])[CH:3]=1.C[O-].[Na+].[C:30](=O)([O-])[O-:31].[K+].[K+].CI, predict the reaction product. The product is: [Cl:21][C:20]1[CH:19]=[CH:18][C:17]([C:22]([O:24][CH3:25])=[O:23])=[C:16]2[C:15]=1[N:14]=[C:13]1[N:8]([C:5]3[CH:6]=[CH:7][C:2]([O:31][CH3:30])=[CH:3][C:4]=3[Cl:26])[CH2:9][CH2:10][CH2:11][N:12]21. (4) Given the reactants [Br:1][C:2]1[CH:7]=[CH:6][C:5]([CH3:8])=[C:4]([CH2:9]Cl)[CH:3]=1.[C:11]([C:15]1[CH:20]=[CH:19][C:18]([C:21]2[C:29]3[C:24](=[CH:25][CH:26]=[CH:27][CH:28]=3)[NH:23][C:22]=2[C:30]([O:32][CH2:33][CH3:34])=[O:31])=[CH:17][CH:16]=1)([CH3:14])([CH3:13])[CH3:12].C([O-])([O-])=O.[K+].[K+].CCOC(C)=O, predict the reaction product. The product is: [Br:1][C:2]1[CH:7]=[CH:6][C:5]([CH3:8])=[C:4]([CH:3]=1)[CH2:9][N:23]1[C:24]2[C:29](=[CH:28][CH:27]=[CH:26][CH:25]=2)[C:21]([C:18]2[CH:19]=[CH:20][C:15]([C:11]([CH3:14])([CH3:12])[CH3:13])=[CH:16][CH:17]=2)=[C:22]1[C:30]([O:32][CH2:33][CH3:34])=[O:31]. (5) Given the reactants [F:1][C:2]1[CH:24]=[CH:23][C:5]([CH2:6][C:7]2[C:8]([CH3:22])=[N:9][C:10]3[N:11]([N:14]=[CH:15][C:16]=3[C:17]([O:19][CH2:20][CH3:21])=[O:18])[C:12]=2O)=[CH:4][C:3]=1[O:25][C:26]([F:29])([F:28])[F:27].CN(C)C1C=CC=CC=1.P(Cl)(Cl)([Cl:41])=O, predict the reaction product. The product is: [Cl:41][C:12]1[N:11]2[N:14]=[CH:15][C:16]([C:17]([O:19][CH2:20][CH3:21])=[O:18])=[C:10]2[N:9]=[C:8]([CH3:22])[C:7]=1[CH2:6][C:5]1[CH:23]=[CH:24][C:2]([F:1])=[C:3]([O:25][C:26]([F:29])([F:28])[F:27])[CH:4]=1. (6) The product is: [Si:1]([O:8][CH2:9][C:10]1[N:15]=[CH:14][C:13]2[N:16]([C:19]3[S:23][C:22]([C:24]([O:26][CH3:27])=[O:25])=[C:21]([O:28][CH:64]([C:66]4[CH:71]=[CH:70][CH:69]=[CH:68][C:67]=4[C:72]([F:73])([F:74])[F:75])[CH3:65])[CH:20]=3)[CH:17]=[N:18][C:12]=2[CH:11]=1)([C:4]([CH3:5])([CH3:6])[CH3:7])([CH3:2])[CH3:3]. Given the reactants [Si:1]([O:8][CH2:9][C:10]1[N:15]=[CH:14][C:13]2[N:16]([C:19]3[S:23][C:22]([C:24]([O:26][CH3:27])=[O:25])=[C:21]([OH:28])[CH:20]=3)[CH:17]=[N:18][C:12]=2[CH:11]=1)([C:4]([CH3:7])([CH3:6])[CH3:5])([CH3:3])[CH3:2].[Si](OCC1N=CC2N=CN(C3SC(C(OC)=O)=C(O)C=3)C=2C=1)(C(C)(C)C)(C)C.C([O-])([O-])=O.[K+].[K+].Br[CH:64]([C:66]1[CH:71]=[CH:70][CH:69]=[CH:68][C:67]=1[C:72]([F:75])([F:74])[F:73])[CH3:65], predict the reaction product. (7) The product is: [CH2:31]([N:34]([CH2:2][C:3]1[CH:8]=[CH:7][C:6]([I:9])=[C:5]([C:10]([O:19][CH2:20][O:21][CH3:22])([C:15]([F:18])([F:17])[F:16])[C:11]([F:14])([F:13])[F:12])[CH:4]=1)[CH2:35][CH:36]=[CH2:37])[CH:32]=[CH2:33]. Given the reactants Br[CH2:2][C:3]1[CH:8]=[CH:7][C:6]([I:9])=[C:5]([C:10]([O:19][CH2:20][O:21][CH3:22])([C:15]([F:18])([F:17])[F:16])[C:11]([F:14])([F:13])[F:12])[CH:4]=1.C(=O)([O-])[O-].[K+].[K+].[I-].[K+].[CH2:31]([NH:34][CH2:35][CH:36]=[CH2:37])[CH:32]=[CH2:33], predict the reaction product.